From a dataset of Full USPTO retrosynthesis dataset with 1.9M reactions from patents (1976-2016). Predict the reactants needed to synthesize the given product. (1) Given the product [CH3:35][O:34][C:31]1[CH:30]=[CH:29][C:28]([CH2:27][N:19]([CH2:18][C:13]2[CH:14]=[C:15]3[C:10](=[CH:11][CH:12]=2)[CH2:9][C@@H:8]([NH2:7])[CH2:17][CH2:16]3)[CH2:20][CH:21]2[CH2:26][CH2:25][O:24][CH2:23][CH2:22]2)=[CH:33][CH:32]=1, predict the reactants needed to synthesize it. The reactants are: C(OC(=O)[NH:7][C@H:8]1[CH2:17][CH2:16][C:15]2[C:10](=[CH:11][CH:12]=[C:13]([C:18](=O)[N:19]([CH2:27][C:28]3[CH:33]=[CH:32][C:31]([O:34][CH3:35])=[CH:30][CH:29]=3)[CH2:20][CH:21]3[CH2:26][CH2:25][O:24][CH2:23][CH2:22]3)[CH:14]=2)[CH2:9]1)(C)(C)C.FC(F)(F)C(O)=O.C(=O)([O-])[O-].[K+].[K+]. (2) Given the product [NH2:1][C:2]1[C:3]2[S:10][CH:9]=[C:8]([C:11]([NH:13][C:14]3[CH:15]=[C:16]([C:17](=[O:18])[NH:29][C:28]4[CH:30]=[C:31]([O:33][CH3:34])[CH:32]=[C:26]([O:25][CH3:24])[CH:27]=4)[CH:20]=[CH:21][C:22]=3[CH3:23])=[O:12])[C:4]=2[N:5]=[CH:6][N:7]=1, predict the reactants needed to synthesize it. The reactants are: [NH2:1][C:2]1[C:3]2[S:10][CH:9]=[C:8]([C:11]([NH:13][C:14]3[CH:15]=[C:16]([CH:20]=[CH:21][C:22]=3[CH3:23])[C:17](O)=[O:18])=[O:12])[C:4]=2[N:5]=[CH:6][N:7]=1.[CH3:24][O:25][C:26]1[CH:27]=[C:28]([CH:30]=[C:31]([O:33][CH3:34])[CH:32]=1)[NH2:29]. (3) Given the product [N:1]1([CH2:6][C:7]2[CH:8]=[CH:9][C:10]([C:13]3[N:14]=[N:15][N:16]([CH2:18][C:19]4[CH:20]=[CH:21][C:22]([CH:25]=[CH:26][C:27]([NH:69][O:68][CH:63]5[CH2:64][CH2:65][CH2:66][CH2:67][O:62]5)=[O:28])=[CH:23][CH:24]=4)[CH:17]=3)=[CH:11][CH:12]=2)[CH2:5][CH2:4][CH2:3][CH2:2]1, predict the reactants needed to synthesize it. The reactants are: [N:1]1([CH2:6][C:7]2[CH:12]=[CH:11][C:10]([C:13]3[N:14]=[N:15][N:16]([CH2:18][C:19]4[CH:24]=[CH:23][C:22]([CH:25]=[CH:26][C:27](O)=[O:28])=[CH:21][CH:20]=4)[CH:17]=3)=[CH:9][CH:8]=2)[CH2:5][CH2:4][CH2:3][CH2:2]1.CCN(C(C)C)C(C)C.CCN=C=NCCCN(C)C.Cl.C1C=CC2N(O)N=NC=2C=1.Cl.[O:62]1[CH2:67][CH2:66][CH2:65][CH2:64][CH:63]1[O:68][NH2:69]. (4) The reactants are: [CH2:1]([O:3][C:4]([C:6]1[NH:7][C:8]2[C:13]([CH:14]=1)=[CH:12][C:11]([OH:15])=[CH:10][CH:9]=2)=[O:5])[CH3:2].[CH:16]([N:19]1[CH2:23][CH2:22][CH:21](O)[CH2:20]1)([CH3:18])[CH3:17].N(C(N1CCCCC1)=O)=NC(N1CCCCC1)=O. Given the product [CH2:1]([O:3][C:4]([C:6]1[NH:7][C:8]2[C:13]([CH:14]=1)=[CH:12][C:11]([O:15][CH:21]1[CH2:22][CH2:23][N:19]([CH:16]([CH3:18])[CH3:17])[CH2:20]1)=[CH:10][CH:9]=2)=[O:5])[CH3:2], predict the reactants needed to synthesize it. (5) Given the product [CH3:80][C:74]1[CH:75]=[CH:76][CH:77]=[C:78]([CH3:79])[C:73]=1[C:70]1[CH:69]=[N:68][C:67]2[C:72]([N:71]=1)=[C:63]([C:51]1[NH:59][C:58]3[CH2:57][CH2:56][NH:55][C:54](=[O:60])[C:53]=3[CH:52]=1)[CH:64]=[CH:65][CH:66]=2, predict the reactants needed to synthesize it. The reactants are: [O-]P([O-])([O-])=O.[K+].[K+].[K+].CC(C1C=C(C(C)C)C(C2C=CC=CC=2P(C2CCCCC2)C2CCCCC2)=C(C(C)C)C=1)C.CC1(C)C(C)(C)OB([C:51]2[NH:59][C:58]3[CH2:57][CH2:56][NH:55][C:54](=[O:60])[C:53]=3[CH:52]=2)O1.Br[C:63]1[CH:64]=[CH:65][CH:66]=[C:67]2[C:72]=1[N:71]=[C:70]([C:73]1[C:78]([CH3:79])=[CH:77][CH:76]=[CH:75][C:74]=1[CH3:80])[CH:69]=[N:68]2.